Dataset: Full USPTO retrosynthesis dataset with 1.9M reactions from patents (1976-2016). Task: Predict the reactants needed to synthesize the given product. (1) Given the product [ClH:1].[O:2]1[C:6]2[CH:7]=[CH:8][C:9]([CH:11]([CH2:16][C:17]3[O:21][N:20]=[C:19]([CH2:22][CH2:23][CH2:24][CH2:25][NH:26][C:27](=[NH:28])[C:32]4[CH:34]=[CH:33][CH:29]=[CH:30][CH:31]=4)[N:18]=3)[CH2:12][C:13]([OH:15])=[O:14])=[CH:10][C:5]=2[O:4][CH2:3]1, predict the reactants needed to synthesize it. The reactants are: [ClH:1].[O:2]1[C:6]2[CH:7]=[CH:8][C:9]([CH:11]([CH2:16][C:17]3[O:21][N:20]=[C:19]([CH2:22][CH2:23][CH2:24][CH2:25][NH:26][C:27]4[CH2:32][CH2:31][CH2:30][CH2:29][N:28]=4)[N:18]=3)[CH2:12][C:13]([OH:15])=[O:14])=[CH:10][C:5]=2[O:4][CH2:3]1.[C:33]1(C(=N)OCC)C=CC=C[CH:34]=1. (2) Given the product [CH3:20][CH:10]1[C:9]2[C:8]3[C:16](=[CH:17][CH:18]=[C:6]([C:4]([OH:5])=[O:3])[CH:7]=3)[NH:15][C:14]=2[C:13](=[O:19])[NH:12][CH2:11]1, predict the reactants needed to synthesize it. The reactants are: C([O:3][C:4]([C:6]1[CH:7]=[C:8]2[C:16](=[CH:17][CH:18]=1)[NH:15][C:14]1[C:13](=[O:19])[NH:12][CH2:11][CH:10]([CH3:20])[C:9]2=1)=[O:5])C.[OH-].[Li+].Cl. (3) Given the product [F:13][C:12]1[CH:11]=[CH:10][C:9]([OH:14])=[C:8]([CH3:15])[C:7]=1[NH:6][CH2:4][C:3]1[CH:16]=[C:17]([C:20]2[CH:25]=[CH:24][CH:23]=[C:22]([F:26])[CH:21]=2)[CH:18]=[CH:19][C:2]=1[F:1], predict the reactants needed to synthesize it. The reactants are: [F:1][C:2]1[CH:19]=[CH:18][C:17]([C:20]2[CH:25]=[CH:24][CH:23]=[C:22]([F:26])[CH:21]=2)=[CH:16][C:3]=1[C:4]([NH:6][C:7]1[C:12]([F:13])=[CH:11][CH:10]=[C:9]([OH:14])[C:8]=1[CH3:15])=O. (4) Given the product [F:20][C:3]([F:2])([F:19])[CH2:4][NH:5][C:6]([C:8]1[S:9][C:10]([CH:14]=[O:15])=[CH:11][C:12]=1[CH3:13])=[O:7], predict the reactants needed to synthesize it. The reactants are: Cl.[F:2][C:3]([F:20])([F:19])[CH2:4][NH:5][C:6]([C:8]1[S:9][C:10]([CH:14]2OCC[O:15]2)=[CH:11][C:12]=1[CH3:13])=[O:7].